This data is from NCI-60 drug combinations with 297,098 pairs across 59 cell lines. The task is: Regression. Given two drug SMILES strings and cell line genomic features, predict the synergy score measuring deviation from expected non-interaction effect. (1) Drug 1: CCC1=CC2CC(C3=C(CN(C2)C1)C4=CC=CC=C4N3)(C5=C(C=C6C(=C5)C78CCN9C7C(C=CC9)(C(C(C8N6C)(C(=O)OC)O)OC(=O)C)CC)OC)C(=O)OC.C(C(C(=O)O)O)(C(=O)O)O. Drug 2: COC1=CC(=CC(=C1O)OC)C2C3C(COC3=O)C(C4=CC5=C(C=C24)OCO5)OC6C(C(C7C(O6)COC(O7)C8=CC=CS8)O)O. Cell line: UACC-257. Synergy scores: CSS=37.9, Synergy_ZIP=-3.54, Synergy_Bliss=1.68, Synergy_Loewe=2.97, Synergy_HSA=3.42. (2) Drug 1: CC1=CC=C(C=C1)C2=CC(=NN2C3=CC=C(C=C3)S(=O)(=O)N)C(F)(F)F. Drug 2: C1CCC(C(C1)N)N.C(=O)(C(=O)[O-])[O-].[Pt+4]. Cell line: HOP-62. Synergy scores: CSS=14.7, Synergy_ZIP=-7.08, Synergy_Bliss=3.17, Synergy_Loewe=-12.8, Synergy_HSA=1.61.